This data is from Reaction yield outcomes from USPTO patents with 853,638 reactions. The task is: Predict the reaction yield, written as a fraction of the theoretical maximum amount of product (1.0 means a 100% yield; for example, 0.34 means a 34% yield). (1) The reactants are [OH:1][C:2]1[CH:7]=[C:6]([CH3:8])[C:5]([C:9]2[N:10]=[C:11]([NH:14][C:15](=[O:22])[C:16]3[CH:21]=[CH:20][N:19]=[CH:18][CH:17]=3)[S:12][CH:13]=2)=[C:4]([CH3:23])[CH:3]=1.C(=O)([O-])[O-].[Cs+].[Cs+].Br[C:31]1[CH:32]=[CH:33][C:34]([N+:37]([O-:39])=[O:38])=[N:35][CH:36]=1. The catalyst is CN(C=O)C. The product is [CH3:8][C:6]1[CH:7]=[C:2]([O:1][C:31]2[CH:36]=[N:35][C:34]([N+:37]([O-:39])=[O:38])=[CH:33][CH:32]=2)[CH:3]=[C:4]([CH3:23])[C:5]=1[C:9]1[N:10]=[C:11]([NH:14][C:15](=[O:22])[C:16]2[CH:21]=[CH:20][N:19]=[CH:18][CH:17]=2)[S:12][CH:13]=1. The yield is 0.670. (2) The reactants are Br[C:2]1[CH:3]=[C:4]([C:8]2[CH:13]=[CH:12][CH:11]=[CH:10][CH:9]=2)[CH:5]=[CH:6][CH:7]=1.C([Li])(C)(C)C.CN(C)[CH:21]=[O:22]. The catalyst is C1COCC1. The product is [C:8]1([C:4]2[CH:3]=[C:2]([CH:7]=[CH:6][CH:5]=2)[CH:21]=[O:22])[CH:9]=[CH:10][CH:11]=[CH:12][CH:13]=1. The yield is 0.710. (3) The catalyst is O1CCCC1.CO. The reactants are [Br-].[C:2]([N:5]([CH:23]1[CH2:25][CH2:24]1)[C:6]1[C:15]2[C:10](=[CH:11][CH:12]=[CH:13][CH:14]=2)[N+:9]([CH2:16][C:17]2[CH:22]=[CH:21][CH:20]=[CH:19][CH:18]=2)=[CH:8][CH:7]=1)(=[O:4])[CH3:3].[CH3:26][Mg]Cl.[Cl-].[NH4+]. The yield is 0.986. The product is [CH2:16]([N:9]1[C:10]2[C:15](=[CH:14][CH:13]=[CH:12][CH:11]=2)[C:6]([N:5]([CH:23]2[CH2:25][CH2:24]2)[C:2](=[O:4])[CH3:3])=[CH:7][CH:8]1[CH3:26])[C:17]1[CH:22]=[CH:21][CH:20]=[CH:19][CH:18]=1. (4) The reactants are [CH2:1]([C@H:3]1[C@@H:7]([C:8]2[N:12]3[C:13]4[CH:19]=[CH:18][N:17](S(C5C=CC(C)=CC=5)(=O)=O)[C:14]=4[N:15]=[CH:16][C:11]3=[N:10][N:9]=2)[CH2:6][C@@H:5]([NH:30][S:31]([CH:34]=[CH2:35])(=[O:33])=[O:32])[CH2:4]1)[CH3:2].CCN(C(C)C)C(C)C.[NH:45]1[CH:49]=[C:48]([C:50]#[N:51])[CH:47]=[N:46]1. The catalyst is C(O)CC.C(Cl)Cl. The product is [C:50]([C:48]1[CH:49]=[N:45][N:46]([CH2:35][CH2:34][S:31]([NH:30][C@@H:5]2[CH2:6][C@H:7]([C:8]3[N:12]4[C:13]5[CH:19]=[CH:18][NH:17][C:14]=5[N:15]=[CH:16][C:11]4=[N:10][N:9]=3)[C@H:3]([CH2:1][CH3:2])[CH2:4]2)(=[O:32])=[O:33])[CH:47]=1)#[N:51]. The yield is 0.420. (5) The reactants are CN(C)C(=O)C.[Cl:7][C:8]1[C:9]([C:14]2[CH:15]=[C:16]3[C:20](=[CH:21][CH:22]=2)[NH:19][N:18]=[C:17]3[NH:23][C:24]([NH2:26])=[S:25])=[N:10][CH:11]=[CH:12][CH:13]=1.Br[CH:28]([CH:31]=O)[CH:29]=[O:30]. The catalyst is C(OCC)(=O)C.O1CCCC1. The product is [Cl:7][C:8]1[C:9]([C:14]2[CH:15]=[C:16]3[C:20](=[CH:21][CH:22]=2)[NH:19][N:18]=[C:17]3[NH:23][C:24]2[S:25][C:28]([CH:29]=[O:30])=[CH:31][N:26]=2)=[N:10][CH:11]=[CH:12][CH:13]=1. The yield is 0.550. (6) The reactants are [CH3:1][C:2]1([CH3:26])[CH2:7][N:6]([S:8]([C:11]2[CH:16]=[CH:15][CH:14]=[CH:13][C:12]=2[N+:17]([O-:19])=[O:18])(=[O:10])=[O:9])[CH2:5][C:4]2[CH:20]=[C:21]([C:23]([OH:25])=O)[S:22][C:3]1=2.CCN(C(C)C)C(C)C.[O:36]1[CH2:41][CH2:40][CH2:39][CH2:38][CH:37]1[O:42][NH2:43].CN(C(ON1N=NC2C=CC=NC1=2)=[N+](C)C)C.F[P-](F)(F)(F)(F)F. No catalyst specified. The product is [CH3:1][C:2]1([CH3:26])[CH2:7][N:6]([S:8]([C:11]2[CH:16]=[CH:15][CH:14]=[CH:13][C:12]=2[N+:17]([O-:19])=[O:18])(=[O:9])=[O:10])[CH2:5][C:4]2[CH:20]=[C:21]([C:23]([NH:43][O:42][CH:37]3[CH2:38][CH2:39][CH2:40][CH2:41][O:36]3)=[O:25])[S:22][C:3]1=2. The yield is 0.940. (7) The reactants are [S:1]1[CH:5]=[C:4]([CH:6]([NH:10][CH2:11][C:12]2[CH:17]=[CH:16][CH:15]=[CH:14][CH:13]=2)[C:7]([OH:9])=[O:8])[C:3]2[CH:18]=[CH:19][CH:20]=[CH:21][C:2]1=2.[N:22]12[CH2:29][CH2:28][CH:25]([CH2:26][CH2:27]1)[C@@H:24](O)[CH2:23]2.C1CCC(N=C=NC2CCCCC2)CC1.C1C=CC2N(O)N=NC=2C=1. The catalyst is C1COCC1. The product is [S:1]1[CH:5]=[C:4]([CH:6]([NH:10][CH2:11][C:12]2[CH:13]=[CH:14][CH:15]=[CH:16][CH:17]=2)[C:7]([O:9][C@@H:24]2[CH:25]3[CH2:28][CH2:29][N:22]([CH2:27][CH2:26]3)[CH2:23]2)=[O:8])[C:3]2[CH:18]=[CH:19][CH:20]=[CH:21][C:2]1=2. The yield is 0.128. (8) The reactants are CC1(C)[O:7][CH2:6][C:5]([NH:32]C(=O)OC(C)(C)C)([CH2:8][N:9]2[C:17]3[C:12](=[CH:13][C:14]([O:18][CH2:19][C:20]4[O:21][C:22]5[CH:28]=[CH:27][C:26]([CH2:29][CH2:30][CH3:31])=[CH:25][C:23]=5[CH:24]=4)=[CH:15][CH:16]=3)[CH2:11][CH2:10]2)[CH2:4][O:3]1.CC1(C)OCC(NC(=O)OCCCC)(CN2C3C(=C(C4N=C(C5C=NC(CCC)=CC=5)ON=4)C=CC=3)CC2)CO1. No catalyst specified. The product is [NH2:32][C:5]([CH2:8][N:9]1[C:17]2[C:12](=[CH:13][C:14]([O:18][CH2:19][C:20]3[O:21][C:22]4[CH:28]=[CH:27][C:26]([CH2:29][CH2:30][CH3:31])=[CH:25][C:23]=4[CH:24]=3)=[CH:15][CH:16]=2)[CH2:11][CH2:10]1)([CH2:6][OH:7])[CH2:4][OH:3]. The yield is 0.450. (9) The reactants are Cl[C:2]1[CH:8]=[CH:7][C:5]([NH2:6])=[CH:4][C:3]=1[N+:9]([O-:11])=[O:10].[CH3:12][O:13][C:14]1[CH:19]=[CH:18][C:17]([OH:20])=[CH:16][CH:15]=1.C(=O)([O-])[O-].[Cs+].[Cs+].C(OCC)(=O)C. The catalyst is CN(C)C=O. The product is [CH3:12][O:13][C:14]1[CH:19]=[CH:18][C:17]([O:20][C:2]2[CH:8]=[CH:7][C:5]([NH2:6])=[CH:4][C:3]=2[N+:9]([O-:11])=[O:10])=[CH:16][CH:15]=1. The yield is 0.730.